Dataset: Forward reaction prediction with 1.9M reactions from USPTO patents (1976-2016). Task: Predict the product of the given reaction. (1) Given the reactants [Br:1][C:2]1[CH:3]=[CH:4][C:5]([Cl:11])=[C:6]([CH:10]=1)[C:7]([OH:9])=[O:8].[C:12](Cl)(=O)C(Cl)=O.CO, predict the reaction product. The product is: [Br:1][C:2]1[CH:3]=[CH:4][C:5]([Cl:11])=[C:6]([CH:10]=1)[C:7]([O:9][CH3:12])=[O:8]. (2) Given the reactants [OH:1][C:2]1[CH:9]=[CH:8][C:5]([C:6]#[N:7])=[CH:4][C:3]=1[N+:10]([O-])=O.CCO, predict the reaction product. The product is: [NH2:10][C:3]1[CH:4]=[C:5]([CH:8]=[CH:9][C:2]=1[OH:1])[C:6]#[N:7]. (3) Given the reactants [CH3:1][O:2][C:3]1[CH:4]=[C:5]2[C:9](=[CH:10][CH:11]=1)[NH:8][C:7]([C:12]1[C:13]([CH3:19])=[N:14][N:15]([CH3:18])[C:16]=1[CH3:17])=[C:6]2[CH:20]=O.[CH3:22][NH:23][C:24]([NH:26][C:27]1[CH:28]=[CH:29][C:30]2[O:34][CH2:33][C:32](=[O:35])[C:31]=2[CH:36]=1)=[O:25].CCOC(C)=O, predict the reaction product. The product is: [CH3:1][O:2][C:3]1[CH:4]=[C:5]2[C:9](=[CH:10][CH:11]=1)[NH:8][C:7]([C:12]1[C:13]([CH3:19])=[N:14][N:15]([CH3:18])[C:16]=1[CH3:17])=[C:6]2/[CH:20]=[C:33]1\[O:34][C:30]2[CH:29]=[CH:28][C:27]([NH:26][C:24]([NH:23][CH3:22])=[O:25])=[CH:36][C:31]=2[C:32]\1=[O:35]. (4) Given the reactants [Cl:1][C:2]1[C:11]2[N:10]=[C:9]([CH3:12])[C:8]([CH2:13][C:14]3[CH:19]=[CH:18][C:17]([Cl:20])=[CH:16][CH:15]=3)=[C:7]([CH3:21])[C:6]=2[C:5]([OH:22])=[CH:4][CH:3]=1.C(=O)([O-])[O-].[K+].[K+].[CH3:29][O:30][C:31](=[O:34])[CH2:32]Br, predict the reaction product. The product is: [CH3:29][O:30][C:31](=[O:34])[CH2:32][O:22][C:5]1[CH:4]=[CH:3][C:2]([Cl:1])=[C:11]2[C:6]=1[C:7]([CH3:21])=[C:8]([CH2:13][C:14]1[CH:19]=[CH:18][C:17]([Cl:20])=[CH:16][CH:15]=1)[C:9]([CH3:12])=[N:10]2. (5) The product is: [C:24]([C:23]1[CH:22]=[C:21]([NH:20][C:15](=[O:17])[CH2:14][C:9]2[NH:10][C:11](=[O:13])[CH:12]=[C:7]([N:1]3[CH2:2][CH2:3][O:4][CH2:5][CH2:6]3)[N:8]=2)[CH:28]=[CH:27][CH:26]=1)#[N:25]. Given the reactants [N:1]1([C:7]2[N:8]=[C:9]([CH2:14][C:15]([O-:17])=O)[NH:10][C:11](=[O:13])[CH:12]=2)[CH2:6][CH2:5][O:4][CH2:3][CH2:2]1.[Na+].O.[NH2:20][C:21]1[CH:22]=[C:23]([CH:26]=[CH:27][CH:28]=1)[C:24]#[N:25], predict the reaction product. (6) Given the reactants O[CH:2]1[CH:6]=[C:5]([CH3:7])[C:4](=[O:8])[N:3]1[CH2:9][C:10]#[CH:11].[Cl:12]C(N(C)C)=C(C)C.CN(C)C(=O)C(C)C, predict the reaction product. The product is: [Cl:12][CH:2]1[CH:6]=[C:5]([CH3:7])[C:4](=[O:8])[N:3]1[CH2:9][C:10]#[CH:11]. (7) Given the reactants [H-].[Na+].[I-].[CH3:4][S+](C)(C)=O.[C:9]([O:13][C:14](=[O:28])/[CH:15]=[CH:16]/[C:17]1[CH:18]=[CH:19][C:20]([F:27])=[C:21]([CH:26]=1)[C:22]([O:24][CH3:25])=[O:23])([CH3:12])([CH3:11])[CH3:10].[Cl-].[NH4+], predict the reaction product. The product is: [C:9]([O:13][C:14]([C@@H:15]1[CH2:4][C@H:16]1[C:17]1[CH:18]=[CH:19][C:20]([F:27])=[C:21]([CH:26]=1)[C:22]([O:24][CH3:25])=[O:23])=[O:28])([CH3:12])([CH3:10])[CH3:11].